This data is from Forward reaction prediction with 1.9M reactions from USPTO patents (1976-2016). The task is: Predict the product of the given reaction. (1) Given the reactants [Cl:1][C:2]1[CH:7]=[CH:6][C:5]([CH:8]([C:38]2[CH:43]=[CH:42][C:41]([Cl:44])=[CH:40][CH:39]=2)[C:9]2[CH:10]=[C:11]3[C:16](=[CH:17][CH:18]=2)[N:15]=[C:14]([OH:19])[CH:13]=[C:12]3[NH:20][CH:21]2[CH2:26][CH2:25][N:24]([CH2:27][C:28]3[CH:29]=[C:30]([CH:35]=[CH:36][CH:37]=3)[C:31]([O:33]C)=[O:32])[CH2:23][CH2:22]2)=[CH:4][CH:3]=1.[OH-].[Na+], predict the reaction product. The product is: [Cl:44][C:41]1[CH:42]=[CH:43][C:38]([CH:8]([C:5]2[CH:4]=[CH:3][C:2]([Cl:1])=[CH:7][CH:6]=2)[C:9]2[CH:10]=[C:11]3[C:16](=[CH:17][CH:18]=2)[N:15]=[C:14]([OH:19])[CH:13]=[C:12]3[NH:20][CH:21]2[CH2:22][CH2:23][N:24]([CH2:27][C:28]3[CH:29]=[C:30]([CH:35]=[CH:36][CH:37]=3)[C:31]([OH:33])=[O:32])[CH2:25][CH2:26]2)=[CH:39][CH:40]=1. (2) Given the reactants [C:1]([O:6][CH2:7][CH3:8])(=[O:5])/[CH:2]=[CH:3]/[CH3:4].C1(C)C=CC(S([CH2:18][N+:19]#[C-:20])(=O)=O)=CC=1.[H-].[Na+], predict the reaction product. The product is: [CH3:4][C:3]1[C:2]([C:1]([O:6][CH2:7][CH3:8])=[O:5])=[CH:18][NH:19][CH:20]=1. (3) Given the reactants Br[C:2]1[S:3][C:4]([C:7]2[CH:8]=[N:9][N:10]3[CH:15]=[CH:14][C:13]([N:16]4[CH2:20][CH2:19][CH2:18][C@@H:17]4[C:21]4[CH:26]=[C:25]([F:27])[CH:24]=[CH:23][C:22]=4[F:28])=[N:12][C:11]=23)=[N:5][N:6]=1.[NH:29]1[CH2:35][CH2:34][CH2:33][NH:32][CH2:31][CH2:30]1.CCN(C(C)C)C(C)C.O, predict the reaction product. The product is: [N:29]1([C:2]2[S:3][C:4]([C:7]3[CH:8]=[N:9][N:10]4[CH:15]=[CH:14][C:13]([N:16]5[CH2:20][CH2:19][CH2:18][C@@H:17]5[C:21]5[CH:26]=[C:25]([F:27])[CH:24]=[CH:23][C:22]=5[F:28])=[N:12][C:11]=34)=[N:5][N:6]=2)[CH2:35][CH2:34][CH2:33][NH:32][CH2:31][CH2:30]1. (4) The product is: [CH2:1]([O:8][C:9]([N:11]1[CH2:16][CH2:15][CH:14]([O:17][C:18]2[CH:19]=[C:20]3[C:21](=[CH:22][CH:23]=2)[NH:24][N:39]=[C:25]3[S:26]([C:29]2[C:38]3[C:33](=[CH:34][CH:35]=[CH:36][CH:37]=3)[CH:32]=[CH:31][CH:30]=2)(=[O:28])=[O:27])[CH2:13][CH2:12]1)=[O:10])[C:2]1[CH:3]=[CH:4][CH:5]=[CH:6][CH:7]=1. Given the reactants [CH2:1]([O:8][C:9]([N:11]1[CH2:16][CH2:15][CH:14]([O:17][C:18]2[CH:23]=[CH:22][C:21]([NH2:24])=[C:20]([CH2:25][S:26]([C:29]3[C:38]4[C:33](=[CH:34][CH:35]=[CH:36][CH:37]=4)[CH:32]=[CH:31][CH:30]=3)(=[O:28])=[O:27])[CH:19]=2)[CH2:13][CH2:12]1)=[O:10])[C:2]1[CH:7]=[CH:6][CH:5]=[CH:4][CH:3]=1.[N:39]([O-])=O.[Na+].C(=O)([O-])[O-].[Na+].[Na+], predict the reaction product. (5) Given the reactants FC(F)(F)C(O)=O.[CH3:8][O:9][C:10]1[CH:11]=[C:12]([CH2:16][CH2:17][N:18]2[CH2:23][CH2:22][CH:21]([CH2:24][C:25]3[CH:30]=[C:29]([O:31][CH3:32])[CH:28]=[CH:27][C:26]=3[CH:33](O)[CH3:34])[CH2:20][CH2:19]2)[CH:13]=[CH:14][CH:15]=1.C([SiH](CC)CC)C.C(=O)([O-])O.[Na+].COC1C=C(CCN2CCC(CC3C=C(OC)C=CC=3CC)CC2)C=CC=1.C([Si](CC)(CC)O)C.[ClH:83].C(OCC)C, predict the reaction product. The product is: [ClH:83].[CH3:8][O:9][C:10]1[CH:11]=[C:12]([CH2:16][CH2:17][N:18]2[CH2:19][CH2:20][CH:21]([CH2:24][C:25]3[CH:30]=[C:29]([O:31][CH3:32])[CH:28]=[CH:27][C:26]=3[CH2:33][CH3:34])[CH2:22][CH2:23]2)[CH:13]=[CH:14][CH:15]=1. (6) Given the reactants [H-].[Al+3].[Li+].[H-].[H-].[H-].[NH2:7][C:8]1[CH:30]=[CH:29][C:28]([F:31])=[CH:27][C:9]=1[O:10][C@@H:11]1[CH2:15][N:14]([C:16]([O:18][C:19]([CH3:22])([CH3:21])[CH3:20])=[O:17])[C@H:13]([C:23](OC)=[O:24])[CH2:12]1, predict the reaction product. The product is: [NH2:7][C:8]1[CH:30]=[CH:29][C:28]([F:31])=[CH:27][C:9]=1[O:10][C@@H:11]1[CH2:15][N:14]([C:16]([O:18][C:19]([CH3:21])([CH3:22])[CH3:20])=[O:17])[C@H:13]([CH2:23][OH:24])[CH2:12]1. (7) Given the reactants [O:1]([C:8]1[CH:13]=[CH:12][C:11]([C:14]2[C:22]3[C:17](=[N:18][CH:19]=[N:20][C:21]=3[NH2:23])[NH:16][N:15]=2)=[CH:10][CH:9]=1)[C:2]1[CH:7]=[CH:6][CH:5]=[CH:4][CH:3]=1.CS(O[CH:29]1[CH2:32][C:31]([C:38]([O:40][CH2:41][CH3:42])=[O:39])([C:33]([O:35][CH2:36][CH3:37])=[O:34])[CH2:30]1)(=O)=O.C(=O)([O-])[O-].[Cs+].[Cs+].O, predict the reaction product. The product is: [NH2:23][C:21]1[N:20]=[CH:19][N:18]=[C:17]2[N:16]([CH:29]3[CH2:30][C:31]([C:33]([O:35][CH2:36][CH3:37])=[O:34])([C:38]([O:40][CH2:41][CH3:42])=[O:39])[CH2:32]3)[N:15]=[C:14]([C:11]3[CH:12]=[CH:13][C:8]([O:1][C:2]4[CH:7]=[CH:6][CH:5]=[CH:4][CH:3]=4)=[CH:9][CH:10]=3)[C:22]=12. (8) Given the reactants [CH:1]1([N:4]([CH2:28][C:29]2[CH:30]=[C:31]([C:40]3[CH:45]=[CH:44][CH:43]=[CH:42][CH:41]=3)[CH:32]=[C:33]([CH2:35][CH2:36][CH2:37][O:38][CH3:39])[CH:34]=2)[C:5]([C@H:7]2[C@H:12]([C:13]3[CH:18]=[CH:17][N:16]([CH3:19])[C:15](=[O:20])[CH:14]=3)[CH2:11][CH2:10][N:9](C(OC(C)(C)C)=O)[CH2:8]2)=[O:6])[CH2:3][CH2:2]1.Cl, predict the reaction product. The product is: [CH:1]1([N:4]([CH2:28][C:29]2[CH:30]=[C:31]([C:40]3[CH:41]=[CH:42][CH:43]=[CH:44][CH:45]=3)[CH:32]=[C:33]([CH2:35][CH2:36][CH2:37][O:38][CH3:39])[CH:34]=2)[C:5]([C@H:7]2[C@H:12]([C:13]3[CH:18]=[CH:17][N:16]([CH3:19])[C:15](=[O:20])[CH:14]=3)[CH2:11][CH2:10][NH:9][CH2:8]2)=[O:6])[CH2:3][CH2:2]1. (9) The product is: [F:9][C:10]1[CH:11]=[C:12]([C:2]2[S:3][C:4]([CH:7]=[O:8])=[CH:5][N:6]=2)[CH:13]=[CH:14][CH:15]=1. Given the reactants Br[C:2]1[S:3][C:4]([CH:7]=[O:8])=[CH:5][N:6]=1.[F:9][C:10]1[CH:15]=[CH:14][C:13](B(O)O)=[CH:12][CH:11]=1.C([O-])([O-])=O.[Na+].[Na+], predict the reaction product.